This data is from Aqueous solubility values for 9,982 compounds from the AqSolDB database. The task is: Regression/Classification. Given a drug SMILES string, predict its absorption, distribution, metabolism, or excretion properties. Task type varies by dataset: regression for continuous measurements (e.g., permeability, clearance, half-life) or binary classification for categorical outcomes (e.g., BBB penetration, CYP inhibition). For this dataset (solubility_aqsoldb), we predict Y. The compound is Cn1nc(S(N)(=O)=O)sc1=NS(=O)(=O)c1ccc(F)cc1. The Y is -2.03 log mol/L.